From a dataset of Forward reaction prediction with 1.9M reactions from USPTO patents (1976-2016). Predict the product of the given reaction. (1) Given the reactants Cl.CN(C)CCCN=C=NCC.[N:13]1[NH:14][N:15]=[C:16]([C:18]([OH:20])=O)[CH:17]=1.[NH2:21][CH2:22][CH2:23][C:24]([N:26]1[CH2:45][CH2:44][C:29]2[N:30]=[C:31]([NH:34][CH:35]3[CH2:43][C:42]4[C:37](=[CH:38][CH:39]=[CH:40][CH:41]=4)[CH2:36]3)[N:32]=[CH:33][C:28]=2[CH2:27]1)=[O:25], predict the reaction product. The product is: [CH2:36]1[C:37]2[C:42](=[CH:41][CH:40]=[CH:39][CH:38]=2)[CH2:43][CH:35]1[NH:34][C:31]1[N:32]=[CH:33][C:28]2[CH2:27][N:26]([C:24](=[O:25])[CH2:23][CH2:22][NH:21][C:18]([C:16]3[N:15]=[N:14][NH:13][CH:17]=3)=[O:20])[CH2:45][CH2:44][C:29]=2[N:30]=1. (2) The product is: [CH2:1]([O:3][C:4]([C:6]1[CH:7]=[N:8][N:9]2[C:14]([OH:15])=[C:13]([C:16]([N:20]3[CH2:25][CH2:24][C:23]4([C:33]5[C:28](=[CH:29][CH:30]=[CH:31][CH:32]=5)[CH2:27][CH2:26]4)[CH2:22][CH2:21]3)=[O:18])[CH:12]=[N:11][C:10]=12)=[O:5])[CH3:2]. Given the reactants [CH2:1]([O:3][C:4]([C:6]1[CH:7]=[N:8][N:9]2[C:14]([OH:15])=[C:13]([C:16]([OH:18])=O)[CH:12]=[N:11][C:10]=12)=[O:5])[CH3:2].Cl.[NH:20]1[CH2:25][CH2:24][C:23]2([C:33]3[C:28](=[CH:29][CH:30]=[CH:31][CH:32]=3)[CH2:27][CH2:26]2)[CH2:22][CH2:21]1, predict the reaction product. (3) The product is: [ClH:27].[CH2:1]([C@H:6]1[CH2:11][CH2:10][CH2:9][N:8]([CH2:12][C@@H:13]2[CH2:18][CH2:17][CH2:16][CH2:15][C@H:14]2[NH2:19])[CH2:7]1)[CH2:2][CH2:3][CH2:4][CH3:5]. Given the reactants [CH2:1]([C@H:6]1[CH2:11][CH2:10][CH2:9][N:8]([CH2:12][C@@H:13]2[CH2:18][CH2:17][CH2:16][CH2:15][C@H:14]2[NH:19]C(=O)OC(C)(C)C)[CH2:7]1)[CH2:2][CH2:3][CH2:4][CH3:5].[ClH:27], predict the reaction product. (4) Given the reactants C1(C2[CH:12]=[CH:11][C:10]([C:13]([N:15]3[CH2:18][CH:17](N4CCNCC4)[CH2:16]3)=O)=CC=2)CCCCC1.[C:25]([BH3-])#N.[Na+].O.[OH-].[Na+].[C:32]([OH:35])(=[O:34])[CH3:33], predict the reaction product. The product is: [NH:15]1[C:18]2[C:11](=[CH:12][C:33]([C:32]([O:35][CH3:25])=[O:34])=[CH:16][CH:17]=2)[CH2:10][CH2:13]1. (5) Given the reactants Cl[C:2]1[N:7]=[C:6]([NH:8][CH3:9])[CH:5]=[C:4]([CH2:10][O:11][CH2:12][C:13]([F:16])([F:15])[F:14])[N:3]=1.[CH3:17][O:18][C:19]1[CH:20]=[C:21]([CH:23]=[CH:24][C:25]=1[N:26]1[CH:30]=[C:29]([CH3:31])[N:28]=[CH:27]1)[NH2:22].C(=O)([O-])[O-].[Cs+].[Cs+].C1(P(C2CCCCC2)C2C=CC=CC=2C2C=CC=CC=2)CCCCC1, predict the reaction product. The product is: [CH3:17][O:18][C:19]1[CH:20]=[C:21]([NH:22][C:2]2[N:7]=[C:6]([NH:8][CH3:9])[CH:5]=[C:4]([CH2:10][O:11][CH2:12][C:13]([F:16])([F:15])[F:14])[N:3]=2)[CH:23]=[CH:24][C:25]=1[N:26]1[CH:30]=[C:29]([CH3:31])[N:28]=[CH:27]1.